From a dataset of Forward reaction prediction with 1.9M reactions from USPTO patents (1976-2016). Predict the product of the given reaction. (1) Given the reactants [NH2:1][C:2]1[CH:3]=[C:4]([CH:33]=[CH:34][C:35]=1[N+:36]([O-])=O)[O:5][CH2:6][C@H:7]([NH:14][C:15]1[N:32]=[CH:31][CH:30]=[CH:29][C:16]=1[C:17]([NH:19][CH2:20][C:21]1[CH:26]=[CH:25][C:24]([F:27])=[C:23]([F:28])[CH:22]=1)=[O:18])[C:8]1[CH:13]=[CH:12][CH:11]=[CH:10][CH:9]=1.CO.Cl, predict the reaction product. The product is: [NH2:1][C:2]1[CH:3]=[C:4]([CH:33]=[CH:34][C:35]=1[NH2:36])[O:5][CH2:6][C@H:7]([NH:14][C:15]1[N:32]=[CH:31][CH:30]=[CH:29][C:16]=1[C:17]([NH:19][CH2:20][C:21]1[CH:26]=[CH:25][C:24]([F:27])=[C:23]([F:28])[CH:22]=1)=[O:18])[C:8]1[CH:13]=[CH:12][CH:11]=[CH:10][CH:9]=1. (2) Given the reactants [CH3:1][S:2]([C:5]1[CH:6]=[C:7]2[C:11](=[CH:12][CH:13]=1)[NH:10][C:9]([C:14]1[O:15][CH:16]=[N:17][N:18]=1)=[CH:8]2)(=[O:4])=[O:3].[H-].[Na+].[F:21][C:22]1[CH:29]=[CH:28][C:25]([CH2:26]Br)=[CH:24][CH:23]=1, predict the reaction product. The product is: [F:21][C:22]1[CH:29]=[CH:28][C:25]([CH2:26][N:10]2[C:11]3[C:7](=[CH:6][C:5]([S:2]([CH3:1])(=[O:3])=[O:4])=[CH:13][CH:12]=3)[CH:8]=[C:9]2[C:14]2[O:15][CH:16]=[N:17][N:18]=2)=[CH:24][CH:23]=1. (3) Given the reactants [N:1]1[C:10]2[C:5](=[CH:6][CH:7]=[CH:8][C:9]=2[N:11]2[CH2:16][CH2:15][N:14]([CH2:17][CH2:18][CH2:19][C:20]([C:22]3[CH:27]=[CH:26][C:25]([F:28])=[CH:24][CH:23]=3)=[O:21])[CH2:13][CH2:12]2)[CH:4]=[CH:3][CH:2]=1.[BH4-].[Na+].[C:31]([OH:38])(=[O:37])/[CH:32]=[CH:33]/[C:34]([OH:36])=[O:35], predict the reaction product. The product is: [C:31]([OH:38])(=[O:37])/[CH:32]=[CH:33]/[C:34]([OH:36])=[O:35].[N:1]1[C:10]2[C:5](=[CH:6][CH:7]=[CH:8][C:9]=2[N:11]2[CH2:12][CH2:13][N:14]([CH2:17][CH2:18][CH2:19][CH:20]([C:22]3[CH:23]=[CH:24][C:25]([F:28])=[CH:26][CH:27]=3)[OH:21])[CH2:15][CH2:16]2)[CH:4]=[CH:3][CH:2]=1. (4) Given the reactants [CH2:1]([CH:5]1[CH2:9][O:8][C:7](=[O:10])[CH2:6]1)[CH:2](C)C.[C:11](OC(=O)CC(CC(C)C)C(O)=O)(C)(C)C.CO, predict the reaction product. The product is: [CH:1]([CH:5]1[CH2:9][O:8][C:7](=[O:10])[CH2:6]1)([CH3:2])[CH3:11]. (5) Given the reactants [OH:1][CH:2]([CH2:15][N:16]1[CH:20]=[CH:19][N:18]=[C:17]1[N+:21]([O-:23])=[O:22])[CH2:3][N:4]1C(=O)C2C(=CC=CC=2)C1=O.NN, predict the reaction product. The product is: [NH2:4][CH2:3][CH:2]([OH:1])[CH2:15][N:16]1[CH:20]=[CH:19][N:18]=[C:17]1[N+:21]([O-:23])=[O:22]. (6) Given the reactants [NH2:1][C:2]1[CH:6]=[C:5]([C:7]2[CH:12]=[CH:11][C:10]([F:13])=[CH:9][CH:8]=2)[S:4][C:3]=1[C:14]([NH:16][CH2:17][CH2:18][C:19]1[CH:24]=[CH:23][C:22]([CH:25]([N:27]2[CH2:31][CH2:30][CH2:29][CH2:28]2)[CH3:26])=[CH:21][CH:20]=1)=[O:15].C(N(CC)CC)C.Cl[C:40](Cl)([O:42]C(=O)OC(Cl)(Cl)Cl)Cl.N1CCCC1, predict the reaction product. The product is: [F:13][C:10]1[CH:11]=[CH:12][C:7]([C:5]2[S:4][C:3]3[C:14](=[O:15])[N:16]([CH2:17][CH2:18][C:19]4[CH:24]=[CH:23][C:22]([CH:25]([N:27]5[CH2:31][CH2:30][CH2:29][CH2:28]5)[CH3:26])=[CH:21][CH:20]=4)[C:40](=[O:42])[NH:1][C:2]=3[CH:6]=2)=[CH:8][CH:9]=1. (7) Given the reactants [C:1]([Si:5]([CH3:33])([CH3:32])[O:6][C:7]1[CH:8]=[C:9]([CH:13]([O:15][C:16](=[O:31])[NH:17][C:18]2[C:19]([CH3:30])=[N:20][O:21][C:22]=2[C:23]2[CH:28]=[CH:27][C:26](Br)=[CH:25][CH:24]=2)[CH3:14])[CH:10]=[CH:11][CH:12]=1)([CH3:4])([CH3:3])[CH3:2].[CH2:34]([O:36][C:37]([C:39]1([C:42]2[CH:47]=[CH:46][C:45](B3OC(C)(C)C(C)(C)O3)=[CH:44][CH:43]=2)[CH2:41][CH2:40]1)=[O:38])[CH3:35], predict the reaction product. The product is: [CH2:34]([O:36][C:37]([C:39]1([C:42]2[CH:47]=[CH:46][C:45]([C:26]3[CH:27]=[CH:28][C:23]([C:22]4[O:21][N:20]=[C:19]([CH3:30])[C:18]=4[NH:17][C:16]([O:15][CH:13]([C:9]4[CH:10]=[CH:11][CH:12]=[C:7]([O:6][Si:5]([C:1]([CH3:4])([CH3:3])[CH3:2])([CH3:33])[CH3:32])[CH:8]=4)[CH3:14])=[O:31])=[CH:24][CH:25]=3)=[CH:44][CH:43]=2)[CH2:40][CH2:41]1)=[O:38])[CH3:35]. (8) Given the reactants [CH2:1]([NH:4][CH2:5][CH2:6][CH3:7])[CH2:2][CH3:3].[Br:8][C:9]1[N:14]=[C:13]([CH:15]=O)[CH:12]=[CH:11][CH:10]=1.C(O[BH-](OC(=O)C)OC(=O)C)(=O)C.[Na+], predict the reaction product. The product is: [Br:8][C:9]1[N:14]=[C:13]([CH2:15][N:4]([CH2:5][CH2:6][CH3:7])[CH2:1][CH2:2][CH3:3])[CH:12]=[CH:11][CH:10]=1. (9) Given the reactants [CH2:1]([O:8][C:9]1[CH:10]=[CH:11][C:12]([Br:16])=[C:13]([OH:15])[CH:14]=1)[C:2]1[CH:7]=[CH:6][CH:5]=[CH:4][CH:3]=1.C(=O)([O-])[O-].[K+].[K+].Br[CH2:24][C:25]([CH3:27])=[CH2:26], predict the reaction product. The product is: [CH2:1]([O:8][C:9]1[CH:10]=[CH:11][C:12]([Br:16])=[C:13]([O:15][CH2:26][C:25]([CH3:27])=[CH2:24])[CH:14]=1)[C:2]1[CH:3]=[CH:4][CH:5]=[CH:6][CH:7]=1.